This data is from Catalyst prediction with 721,799 reactions and 888 catalyst types from USPTO. The task is: Predict which catalyst facilitates the given reaction. (1) The catalyst class is: 18. Reactant: [F:1][C:2]([F:13])([F:12])[CH:3]([C:8]([F:11])([F:10])[F:9])[CH2:4][C:5](O)=[O:6].CN(C(ON1N=NC2C=CC=CC1=2)=[N+](C)C)C.[B-](F)(F)(F)F.C(N(CC)C(C)C)(C)C.[C:45]([C:49]1[CH:56]=[CH:55][C:52]([CH2:53][NH2:54])=[CH:51][CH:50]=1)([CH3:48])([CH3:47])[CH3:46]. Product: [C:45]([C:49]1[CH:50]=[CH:51][C:52]([CH2:53][NH:54][C:5](=[O:6])[CH2:4][CH:3]([C:8]([F:11])([F:10])[F:9])[C:2]([F:13])([F:12])[F:1])=[CH:55][CH:56]=1)([CH3:48])([CH3:46])[CH3:47]. (2) Reactant: C[O:2][C:3]([C@@H:5]1[CH2:9][CH2:8][CH2:7][C@@H:6]1[C:10](=[O:29])[NH:11][C:12]1[S:13][CH:14]=[C:15]([C:17]2[CH:22]=[CH:21][C:20]([C:23](=[O:28])[NH:24][CH:25]3[CH2:27][CH2:26]3)=[CH:19][CH:18]=2)[N:16]=1)=[O:4].[Li+].[OH-].CC(O)=O. Product: [CH:25]1([NH:24][C:23]([C:20]2[CH:21]=[CH:22][C:17]([C:15]3[N:16]=[C:12]([NH:11][C:10]([C@H:6]4[CH2:7][CH2:8][CH2:9][C@H:5]4[C:3]([OH:4])=[O:2])=[O:29])[S:13][CH:14]=3)=[CH:18][CH:19]=2)=[O:28])[CH2:26][CH2:27]1. The catalyst class is: 87. (3) Reactant: [BH4-].[Na+].[F:3][C:4]1[C:9]([F:10])=[C:8]([C:11](N2C=CN=C2)=[O:12])[CH:7]=[CH:6][C:5]=1[CH2:18][CH2:19][C:20]1[N:21]=[C:22]([NH:25][C:26](=[O:28])[CH3:27])[S:23][CH:24]=1.[Cl-].[NH4+]. Product: [F:3][C:4]1[C:9]([F:10])=[C:8]([CH2:11][OH:12])[CH:7]=[CH:6][C:5]=1[CH2:18][CH2:19][C:20]1[N:21]=[C:22]([NH:25][C:26](=[O:28])[CH3:27])[S:23][CH:24]=1. The catalyst class is: 30. (4) Reactant: [Br:1][C:2]1[C:3]([N:12]2[CH2:17][CH2:16][N:15]([CH2:18][C:19]3[CH:23]=[C:22]([CH3:24])[O:21][N:20]=3)[CH2:14][CH2:13]2)=[C:4]([N+:9]([O-])=O)[C:5]([NH2:8])=[N:6][CH:7]=1.CCO.[N:28]1([CH2:33][C:34]2[CH:41]=[CH:40][C:37]([CH:38]=O)=[CH:36][CH:35]=2)[CH:32]=[CH:31][CH:30]=[N:29]1.[O-]S(S([O-])=O)=O.[Na+].[Na+]. Product: [Br:1][C:2]1[C:3]([N:12]2[CH2:17][CH2:16][N:15]([CH2:18][C:19]3[CH:23]=[C:22]([CH3:24])[O:21][N:20]=3)[CH2:14][CH2:13]2)=[C:4]2[N:9]=[C:38]([C:37]3[CH:36]=[CH:35][C:34]([CH2:33][N:28]4[CH:32]=[CH:31][CH:30]=[N:29]4)=[CH:41][CH:40]=3)[NH:8][C:5]2=[N:6][CH:7]=1. The catalyst class is: 27.